This data is from Full USPTO retrosynthesis dataset with 1.9M reactions from patents (1976-2016). The task is: Predict the reactants needed to synthesize the given product. (1) Given the product [CH2:1]([O:3][C:4](=[O:23])[CH2:5][CH2:6][CH2:7][O:8][C:9]1[CH:14]=[CH:13][CH:12]=[C:11]([CH2:15][Br:24])[C:10]=1/[CH:16]=[CH:17]/[C:18]([O:20][CH2:21][CH3:22])=[O:19])[CH3:2], predict the reactants needed to synthesize it. The reactants are: [CH2:1]([O:3][C:4](=[O:23])[CH2:5][CH2:6][CH2:7][O:8][C:9]1[CH:14]=[CH:13][CH:12]=[C:11]([CH3:15])[C:10]=1/[CH:16]=[CH:17]/[C:18]([O:20][CH2:21][CH3:22])=[O:19])[CH3:2].[Br:24]N1C(=O)CCC1=O.N(C(C)(C)C#N)=NC(C)(C)C#N. (2) Given the product [C:28]1([N:34]2[C:5]([C:7]3[C:12](=[O:13])[CH:11]=[CH:10][N:9]([C:14]4[CH:19]=[CH:18][CH:17]=[C:16]([S:20]([C:23]([F:24])([F:25])[F:26])(=[O:22])=[O:21])[CH:15]=4)[N:8]=3)=[CH:4][CH:3]=[N:2]2)[CH:33]=[CH:32][CH:31]=[CH:30][CH:29]=1, predict the reactants needed to synthesize it. The reactants are: C[N:2](C)/[CH:3]=[CH:4]/[C:5]([C:7]1[C:12](=[O:13])[CH:11]=[CH:10][N:9]([C:14]2[CH:19]=[CH:18][CH:17]=[C:16]([S:20]([C:23]([F:26])([F:25])[F:24])(=[O:22])=[O:21])[CH:15]=2)[N:8]=1)=O.[C:28]1([NH:34]N)[CH:33]=[CH:32][CH:31]=[CH:30][CH:29]=1. (3) Given the product [ClH:1].[NH2:15][C@H:16]1[CH2:24][O:23][C@H:19]([C:20]([O:22][CH3:3])=[O:21])[CH2:18][CH2:17]1, predict the reactants needed to synthesize it. The reactants are: [ClH:1].O1CCOC[CH2:3]1.C(OC([NH:15][C@H:16]1[CH2:24][O:23][C@H:19]([C:20]([OH:22])=[O:21])[CH2:18][CH2:17]1)=O)(C)(C)C. (4) Given the product [CH2:23]([O:25][C:26]([CH:15]1[CH2:14][CH2:13][N:12]2[C:18](=[O:20])[C:19]3[C:6]4[CH2:5][CH2:4][C:3]([CH:21]=[O:22])=[C:2]([Cl:1])[C:7]=4[S:8][C:9]=3[N:10]=[C:11]2[CH2:17][CH2:16]1)=[O:27])[CH3:24], predict the reactants needed to synthesize it. The reactants are: [Cl:1][C:2]1[C:7]2[S:8][C:9]3[N:10]=[C:11]4[CH2:17][CH2:16][CH2:15][CH2:14][CH2:13][N:12]4[C:18](=[O:20])[C:19]=3[C:6]=2[CH2:5][CH2:4][C:3]=1[CH:21]=[O:22].[CH2:23]([O:25][C:26](C1CCN2C(=O)C3C4CCCC(=O)C=4SC=3N=C2CC1)=[O:27])[CH3:24]. (5) Given the product [OH:1][CH:2]1[CH2:3][CH2:4][N:5]([C:8]2[CH:15]=[CH:14][C:11]([C:12]#[N:13])=[CH:10][CH:9]=2)[CH2:6][CH2:7]1, predict the reactants needed to synthesize it. The reactants are: [O:1]=[C:2]1[CH2:7][CH2:6][N:5]([C:8]2[CH:15]=[CH:14][C:11]([C:12]#[N:13])=[CH:10][CH:9]=2)[CH2:4][CH2:3]1.[BH4-].[Na+]. (6) Given the product [CH3:8][C:4]1[C:3]([N+:9]([O-:11])=[O:10])=[C:2]([NH:18][C:12]2[CH:17]=[CH:16][CH:15]=[CH:14][CH:13]=2)[CH:7]=[CH:6][CH:5]=1, predict the reactants needed to synthesize it. The reactants are: Br[C:2]1[CH:7]=[CH:6][CH:5]=[C:4]([CH3:8])[C:3]=1[N+:9]([O-:11])=[O:10].[C:12]1([NH2:18])[CH:17]=[CH:16][CH:15]=[CH:14][CH:13]=1.C([O-])([O-])=O.[Cs+].[Cs+]. (7) Given the product [CH3:1][O:2][C:3]([C:5]1[C:10]([C:26]#[C:25][Si:24]([CH3:41])([CH3:40])[CH3:23])=[C:9]([NH2:12])[N:8]=[C:7]([C:13]2[CH:18]=[CH:17][C:16]([Cl:19])=[C:15]([O:20][CH3:21])[C:14]=2[F:22])[N:6]=1)=[O:4], predict the reactants needed to synthesize it. The reactants are: [CH3:1][O:2][C:3]([C:5]1[C:10](Br)=[C:9]([NH2:12])[N:8]=[C:7]([C:13]2[CH:18]=[CH:17][C:16]([Cl:19])=[C:15]([O:20][CH3:21])[C:14]=2[F:22])[N:6]=1)=[O:4].[CH3:23][Si:24]([CH3:41])([CH3:40])[C:25]#[C:26][Sn](CCCC)(CCCC)CCCC.